From a dataset of Forward reaction prediction with 1.9M reactions from USPTO patents (1976-2016). Predict the product of the given reaction. (1) Given the reactants [Cl:1][C:2]1[CH:7]=[C:6]([Cl:8])[CH:5]=[CH:4][C:3]=1[C:9]#[C:10][C:11](Cl)=[O:12].[Cl:14][C:15]1[CH:28]=[C:27]([NH2:29])[CH:26]=[CH:25][C:16]=1[O:17][CH2:18][CH2:19][N:20]([CH2:23][CH3:24])[CH2:21][CH3:22], predict the reaction product. The product is: [Cl:14][C:15]1[CH:28]=[C:27]([NH:29][C:11](=[O:12])[C:10]#[C:9][C:3]2[CH:4]=[CH:5][C:6]([Cl:8])=[CH:7][C:2]=2[Cl:1])[CH:26]=[CH:25][C:16]=1[O:17][CH2:18][CH2:19][N:20]([CH2:23][CH3:24])[CH2:21][CH3:22]. (2) Given the reactants [Cl:1][C:2]1[CH:7]=[CH:6][C:5]([NH:8][C:9]2[CH:10]=[C:11]([CH:25]([CH2:29][CH:30]([CH3:32])[CH3:31])[C:26]([OH:28])=[O:27])[CH:12]=[C:13]([C:15]3[CH:20]=[CH:19][C:18]([C:21]([F:24])([F:23])[F:22])=[CH:17][CH:16]=3)[CH:14]=2)=[CH:4][CH:3]=1.C([O-])(=O)C.[Na+].C1(C)C=CC=CC=1.[C:45](Cl)(=[O:50])[CH2:46][CH:47]([CH3:49])[CH3:48], predict the reaction product. The product is: [Cl:1][C:2]1[CH:3]=[CH:4][C:5]([N:8]([C:45](=[O:50])[CH2:46][CH:47]([CH3:49])[CH3:48])[C:9]2[CH:10]=[C:11]([CH:25]([CH2:29][CH:30]([CH3:32])[CH3:31])[C:26]([OH:28])=[O:27])[CH:12]=[C:13]([C:15]3[CH:16]=[CH:17][C:18]([C:21]([F:24])([F:22])[F:23])=[CH:19][CH:20]=3)[CH:14]=2)=[CH:6][CH:7]=1. (3) Given the reactants Br[C:2]1[C:3]([C:9]2[CH:14]=[CH:13][CH:12]=[CH:11][C:10]=2[Cl:15])=[CH:4][C:5]([Cl:8])=[N:6][CH:7]=1.C([Li])CCC.BrBr.[Li].Cl[C:25]([O:27][CH2:28][CH3:29])=[O:26], predict the reaction product. The product is: [CH2:28]([O:27][C:25](=[O:26])[C:2]1[C:3]([C:9]2[CH:14]=[CH:13][CH:12]=[CH:11][C:10]=2[Cl:15])=[CH:4][C:5]([Cl:8])=[N:6][CH:7]=1)[CH3:29]. (4) The product is: [CH2:1]([O:3][C:4](=[O:28])[CH2:5][C:6]1[CH:7]=[C:8]([C:14]2[CH:19]=[CH:18][C:17]([C:20]([F:23])([F:21])[F:22])=[CH:16][C:15]=2[CH2:24][N:25]([C:33]([CH:29]2[CH2:32][CH2:31][CH2:30]2)=[O:34])[CH2:26][CH3:27])[C:9]([O:12][CH3:13])=[CH:10][CH:11]=1)[CH3:2]. Given the reactants [CH2:1]([O:3][C:4](=[O:28])[CH2:5][C:6]1[CH:7]=[C:8]([C:14]2[CH:19]=[CH:18][C:17]([C:20]([F:23])([F:22])[F:21])=[CH:16][C:15]=2[CH2:24][NH:25][CH2:26][CH3:27])[C:9]([O:12][CH3:13])=[CH:10][CH:11]=1)[CH3:2].[CH:29]1([C:33](Cl)=[O:34])[CH2:32][CH2:31][CH2:30]1, predict the reaction product. (5) Given the reactants O.[OH-].[Li+].[Cl:4][C:5]1[CH:6]=[C:7]([N:11]2[C:15]([C:16]3[CH:21]=[C:20]([F:22])[CH:19]=[C:18]([C:23]#[N:24])[CH:17]=3)=[CH:14][C:13]([C:25]([O:27]CC)=[O:26])=[N:12]2)[CH:8]=[CH:9][CH:10]=1.Cl, predict the reaction product. The product is: [Cl:4][C:5]1[CH:6]=[C:7]([N:11]2[C:15]([C:16]3[CH:21]=[C:20]([F:22])[CH:19]=[C:18]([C:23]#[N:24])[CH:17]=3)=[CH:14][C:13]([C:25]([OH:27])=[O:26])=[N:12]2)[CH:8]=[CH:9][CH:10]=1.